Predict the reaction yield, written as a fraction of the theoretical maximum amount of product (1.0 means a 100% yield; for example, 0.34 means a 34% yield). From a dataset of Reaction yield outcomes from USPTO patents with 853,638 reactions. (1) The reactants are [NH2:1][C:2]1[CH:3]=[CH:4][C:5]([F:15])=[C:6]([S:8]([NH:11][CH:12]2[CH2:14][CH2:13]2)(=[O:10])=[O:9])[CH:7]=1.C(Cl)Cl.[F:19][C:20]1[CH:21]=[C:22]([CH:26]=[CH:27][C:28]=1[F:29])[C:23](Cl)=[O:24]. The catalyst is CCN(CC)CC. The product is [CH:12]1([NH:11][S:8]([C:6]2[CH:7]=[C:2]([NH:1][C:23](=[O:24])[C:22]3[CH:26]=[CH:27][C:28]([F:29])=[C:20]([F:19])[CH:21]=3)[CH:3]=[CH:4][C:5]=2[F:15])(=[O:10])=[O:9])[CH2:13][CH2:14]1. The yield is 0.620. (2) The reactants are [CH2:1]([O:8][C:9]1[CH:14]=[CH:13][C:12]([C:15](=O)[CH2:16][C:17]#[N:18])=[C:11]([F:20])[CH:10]=1)[C:2]1[CH:7]=[CH:6][CH:5]=[CH:4][CH:3]=1.[NH2:21][NH2:22]. The catalyst is C(O)C. The product is [CH2:1]([O:8][C:9]1[CH:14]=[CH:13][C:12]([C:15]2[CH:16]=[C:17]([NH2:18])[NH:22][N:21]=2)=[C:11]([F:20])[CH:10]=1)[C:2]1[CH:3]=[CH:4][CH:5]=[CH:6][CH:7]=1. The yield is 0.970. (3) The reactants are [CH3:1][O:2][C:3](=[O:19])[C:4]1[CH:9]=[CH:8][C:7]([N+:10]([O-])=O)=[C:6]([O:13][CH:14]2[CH2:18][CH2:17][O:16][CH2:15]2)[CH:5]=1. The catalyst is [Pd].C(O)C. The product is [CH3:1][O:2][C:3](=[O:19])[C:4]1[CH:9]=[CH:8][C:7]([NH2:10])=[C:6]([O:13][CH:14]2[CH2:18][CH2:17][O:16][CH2:15]2)[CH:5]=1. The yield is 0.970.